Binary Classification. Given a drug SMILES string, predict its activity (active/inactive) in a high-throughput screening assay against a specified biological target. From a dataset of M1 muscarinic receptor agonist screen with 61,833 compounds. (1) The molecule is S(CC(=O)N1CCN(CC1)c1ccccc1)Cc1nc(oc1C)c1sccc1C. The result is 1 (active). (2) The drug is S(=O)(=O)(c1c(S(=O)(=O)CCC)c2n(c1C(=O)c1ccc(F)cc1)ccnc2)CCC. The result is 0 (inactive).